This data is from Catalyst prediction with 721,799 reactions and 888 catalyst types from USPTO. The task is: Predict which catalyst facilitates the given reaction. Product: [CH3:26][C:24]([Si:27]([C:34]1[CH:39]=[CH:38][CH:37]=[CH:36][CH:35]=1)([C:28]1[CH:29]=[CH:30][CH:31]=[CH:32][CH:33]=1)[O:1][CH2:2][C@@H:3]([NH:7][S:8]([C:11]1[CH:16]=[CH:15][C:14]([CH3:17])=[CH:13][CH:12]=1)(=[O:10])=[O:9])[CH2:4][CH:5]=[CH2:6])([CH3:23])[CH3:25]. The catalyst class is: 18. Reactant: [OH:1][CH2:2][C@@H:3]([NH:7][S:8]([C:11]1[CH:16]=[CH:15][C:14]([CH3:17])=[CH:13][CH:12]=1)(=[O:10])=[O:9])[CH2:4][CH:5]=[CH2:6].N1C=CN=C1.[CH3:23][C:24]([Si:27](Cl)([C:34]1[CH:39]=[CH:38][CH:37]=[CH:36][CH:35]=1)[C:28]1[CH:33]=[CH:32][CH:31]=[CH:30][CH:29]=1)([CH3:26])[CH3:25].